Predict the reactants needed to synthesize the given product. From a dataset of Full USPTO retrosynthesis dataset with 1.9M reactions from patents (1976-2016). Given the product [OH:4][CH:3]([C:5]1[C:14]2[C:9](=[CH:10][CH:11]=[CH:12][CH:13]=2)[CH:8]=[CH:7][CH:6]=1)[CH2:2][NH:1][C:20](=[O:21])[O:19][C:16]([CH3:18])([CH3:17])[CH3:15], predict the reactants needed to synthesize it. The reactants are: [NH2:1][CH2:2][CH:3]([C:5]1[C:14]2[C:9](=[CH:10][CH:11]=[CH:12][CH:13]=2)[CH:8]=[CH:7][CH:6]=1)[OH:4].[CH3:15][C:16]([O:19][C:20](O[C:20]([O:19][C:16]([CH3:18])([CH3:17])[CH3:15])=[O:21])=[O:21])([CH3:18])[CH3:17].